This data is from Catalyst prediction with 721,799 reactions and 888 catalyst types from USPTO. The task is: Predict which catalyst facilitates the given reaction. (1) Reactant: [NH2:1][O:2][CH2:3][CH2:4][OH:5].[F:6][C:7]1[CH:24]=[C:23]([F:25])[CH:22]=[CH:21][C:8]=1[NH:9][C:10]1[C:11]([C:18](O)=[O:19])=[CH:12][N:13]([CH3:17])[C:14](=[O:16])[CH:15]=1.C1COCC1.C[N+]1(C2N=C(OC)N=C(OC)N=2)CCOCC1.[Cl-]. The catalyst class is: 5. Product: [F:6][C:7]1[CH:24]=[C:23]([F:25])[CH:22]=[CH:21][C:8]=1[NH:9][C:10]1[C:11]([C:18]([NH:1][O:2][CH2:3][CH2:4][OH:5])=[O:19])=[CH:12][N:13]([CH3:17])[C:14](=[O:16])[CH:15]=1. (2) Reactant: C1C2C(COC(=O)[NH:17][CH:18]([CH:27]3[CH2:32][CH2:31][NH:30][CH2:29][CH2:28]3)[CH2:19][C:20]3[CH:25]=[CH:24][CH:23]=[C:22]([Cl:26])[CH:21]=3)C3C(=CC=CC=3)C=2C=CC=1.[CH3:34][S:35](Cl)(=[O:37])=[O:36].[CH2:39](N(CC)CC)[CH3:40]. Product: [Cl:26][C:22]1[CH:21]=[C:20]([CH2:19][CH:18]([NH2:17])[CH:27]2[CH2:28][CH2:29][N:30]([S:35]([CH:34]3[CH2:40][CH2:39]3)(=[O:37])=[O:36])[CH2:31][CH2:32]2)[CH:25]=[CH:24][CH:23]=1. The catalyst class is: 4. (3) Reactant: [Cl:1][C:2]1[N:7]=[CH:6][C:5]([C:8]2([C:14]([OH:16])=O)[CH2:13][CH2:12][O:11][CH2:10][CH2:9]2)=[CH:4][CH:3]=1.C[N:18](C(ON1N=NC2C=CC=NC1=2)=[N+](C)C)C.F[P-](F)(F)(F)(F)F.C(N(C(C)C)CC)(C)C.[Cl-].[NH4+].C(=O)([O-])O.[Na+]. Product: [Cl:1][C:2]1[N:7]=[CH:6][C:5]([C:8]2([C:14]([NH2:18])=[O:16])[CH2:13][CH2:12][O:11][CH2:10][CH2:9]2)=[CH:4][CH:3]=1. The catalyst class is: 9. (4) Reactant: [CH:1]1([CH2:6][C@H:7]([CH2:35][N:36]([CH:45]=[O:46])[O:37]CC2C=CC=CC=2)[C:8]([N:10]2[C@H:14]([C:15]([NH:17][C:18]3[C:23]([CH3:24])=[CH:22][CH:21]=[CH:20][N:19]=3)=[O:16])[CH2:13][CH2:12][N:11]2C(OCC2C=CC=CC=2)=O)=[O:9])[CH2:5][CH2:4][CH2:3][CH2:2]1. Product: [CH:1]1([CH2:6][C@H:7]([CH2:35][N:36]([CH:45]=[O:46])[OH:37])[C:8]([N:10]2[C@H:14]([C:15]([NH:17][C:18]3[C:23]([CH3:24])=[CH:22][CH:21]=[CH:20][N:19]=3)=[O:16])[CH2:13][CH2:12][NH:11]2)=[O:9])[CH2:2][CH2:3][CH2:4][CH2:5]1. The catalyst class is: 105. (5) Reactant: [C:1]1([C:22]2[CH:27]=[CH:26][CH:25]=[CH:24][CH:23]=2)[CH:6]=[CH:5][C:4]([O:7][CH2:8][C:9]([NH:11][C:12]2[C:16]([CH3:17])=[CH:15][S:14][C:13]=2[C:18]([O:20]C)=[O:19])=[O:10])=[CH:3][CH:2]=1. Product: [C:1]1([C:22]2[CH:27]=[CH:26][CH:25]=[CH:24][CH:23]=2)[CH:2]=[CH:3][C:4]([O:7][CH2:8][C:9]([NH:11][C:12]2[C:16]([CH3:17])=[CH:15][S:14][C:13]=2[C:18]([OH:20])=[O:19])=[O:10])=[CH:5][CH:6]=1. The catalyst class is: 33. (6) Reactant: [NH:1]([C:3]1[CH:8]=[CH:7][CH:6]=[CH:5][N:4]=1)[NH2:2].[OH2:9]. Product: [CH3:5][C:6]1[CH2:7][C:8](=[O:9])[N:1]([C:3]2[CH:8]=[CH:7][CH:6]=[CH:5][N:4]=2)[N:2]=1. The catalyst class is: 15.